This data is from Forward reaction prediction with 1.9M reactions from USPTO patents (1976-2016). The task is: Predict the product of the given reaction. Given the reactants Br[C:2]1[CH:3]=[C:4]([CH:8]2[CH2:13][CH2:12][CH2:11][CH2:10][N:9]2[CH2:14][C:15]2[C:23]([CH3:24])=[CH:22][C:21]([CH3:25])=[C:20]3[C:16]=2[CH:17]=[CH:18][N:19]3C(OC(C)(C)C)=O)[CH:5]=[CH:6][CH:7]=1.CCN(CC)CC.CO.C1(P(C2C=CC=CC=2)CCCP(C2C=CC=CC=2)C2C=CC=CC=2)C=CC=CC=1.C[CH2:72][O:73][C:74](C)=[O:75], predict the reaction product. The product is: [CH3:24][C:23]1[C:15]([CH2:14][N:9]2[CH2:10][CH2:11][CH2:12][CH2:13][CH:8]2[C:4]2[CH:3]=[C:2]([CH:7]=[CH:6][CH:5]=2)[C:74]([O:73][CH3:72])=[O:75])=[C:16]2[C:20](=[C:21]([CH3:25])[CH:22]=1)[NH:19][CH:18]=[CH:17]2.